Dataset: Catalyst prediction with 721,799 reactions and 888 catalyst types from USPTO. Task: Predict which catalyst facilitates the given reaction. (1) Reactant: [BH4-].[Na+].C(O)(=O)C.[H][H].Cl.[Br:10][C:11]1[CH:12]=[C:13]2[C:17](=[C:18]([C:20]([NH2:22])=[O:21])[CH:19]=1)[NH:16][CH:15]=[C:14]2[C:23]1[CH2:24][CH2:25][NH:26][CH2:27][CH:28]=1.Cl.[OH-].[Na+]. Product: [Br:10][C:11]1[CH:12]=[C:13]2[C:17](=[C:18]([C:20]([NH2:22])=[O:21])[CH:19]=1)[NH:16][CH:15]=[C:14]2[CH:23]1[CH2:24][CH2:25][NH:26][CH2:27][CH2:28]1. The catalyst class is: 20. (2) Reactant: Br[C:2]1[CH:23]=[CH:22][C:5]2[C:6]3[N:7]=[C:8]([C:14]4[N:15]([CH:19]([CH3:21])[CH3:20])[N:16]=[CH:17][N:18]=4)[S:9][C:10]=3[CH2:11][CH2:12][O:13][C:4]=2[CH:3]=1.[B:24]1([B:24]2[O:29][CH2:28][C:27]([CH3:31])([CH3:30])[CH2:26][O:25]2)[O:29][CH2:28][C:27]([CH3:31])([CH3:30])[CH2:26][O:25]1.C([O-])(=O)C.[K+].C. Product: [CH3:30][C:27]1([CH3:31])[CH2:28][O:29][B:24]([C:2]2[CH:23]=[CH:22][C:5]3[C:6]4[N:7]=[C:8]([C:14]5[N:15]([CH:19]([CH3:21])[CH3:20])[N:16]=[CH:17][N:18]=5)[S:9][C:10]=4[CH2:11][CH2:12][O:13][C:4]=3[CH:3]=2)[O:25][CH2:26]1. The catalyst class is: 258.